From a dataset of NCI-60 drug combinations with 297,098 pairs across 59 cell lines. Regression. Given two drug SMILES strings and cell line genomic features, predict the synergy score measuring deviation from expected non-interaction effect. Drug 1: CC(C1=C(C=CC(=C1Cl)F)Cl)OC2=C(N=CC(=C2)C3=CN(N=C3)C4CCNCC4)N. Drug 2: CC12CCC(CC1=CCC3C2CCC4(C3CC=C4C5=CN=CC=C5)C)O. Cell line: MDA-MB-435. Synergy scores: CSS=27.8, Synergy_ZIP=5.76, Synergy_Bliss=12.3, Synergy_Loewe=5.19, Synergy_HSA=9.42.